This data is from Reaction yield outcomes from USPTO patents with 853,638 reactions. The task is: Predict the reaction yield, written as a fraction of the theoretical maximum amount of product (1.0 means a 100% yield; for example, 0.34 means a 34% yield). (1) The reactants are [Cl:1][C:2]1[C:3]([N:8]2[CH2:13][CH2:12][N:11]([CH2:14][C:15]3[CH:16]=[N:17][N:18]([C:20]4[CH:25]=[CH:24][CH:23]=[CH:22][CH:21]=4)[CH:19]=3)[CH2:10][CH2:9]2)=[N:4][CH:5]=[CH:6][N:7]=1.[C:26]([CH2:28][C:29]1[CH:34]=[CH:33][C:32](B(O)O)=[CH:31][CH:30]=1)#[N:27].C(=O)([O-])[O-].[K+].[K+].O. The catalyst is CN(C)C(=O)C.[Pd].C1(P(C2C=CC=CC=2)C2C=CC=CC=2)C=CC=CC=1.C1(P(C2C=CC=CC=2)C2C=CC=CC=2)C=CC=CC=1.C1(P(C2C=CC=CC=2)C2C=CC=CC=2)C=CC=CC=1.C1(P(C2C=CC=CC=2)C2C=CC=CC=2)C=CC=CC=1. The product is [ClH:1].[C:20]1([N:18]2[CH:19]=[C:15]([CH2:14][N:11]3[CH2:12][CH2:13][N:8]([C:3]4[C:2]([C:32]5[CH:33]=[CH:34][C:29]([CH2:28][C:26]#[N:27])=[CH:30][CH:31]=5)=[N:7][CH:6]=[CH:5][N:4]=4)[CH2:9][CH2:10]3)[CH:16]=[N:17]2)[CH:25]=[CH:24][CH:23]=[CH:22][CH:21]=1. The yield is 0.580. (2) The yield is 0.710. The catalyst is CN(C)C=O. The reactants are C(N(C(C)C)CC)(C)C.[Br:10][C:11]1[CH:18]=[CH:17][C:14]([CH2:15]Br)=[CH:13][CH:12]=1.Cl.[NH:20]1[CH2:24][CH2:23][C@@H:22]([OH:25])[CH2:21]1. The product is [Br:10][C:11]1[CH:18]=[CH:17][C:14]([CH2:15][N:20]2[CH2:24][CH2:23][C@@H:22]([OH:25])[CH2:21]2)=[CH:13][CH:12]=1. (3) The reactants are [CH3:1][O:2][C:3](=[O:21])[C:4]1[CH:9]=[CH:8][C:7]([CH2:10][NH:11][S:12]([C:15]2[CH:20]=[CH:19][CH:18]=[CH:17][CH:16]=2)(=[O:14])=[O:13])=[CH:6][CH:5]=1.[H-].[Na+].[CH2:24]([O:26][P:27]([C:32]([C:35]1[CH:40]=[CH:39][C:38]([CH2:41]Br)=[CH:37][C:36]=1[Br:43])([F:34])[F:33])(=[O:31])[O:28][CH2:29][CH3:30])[CH3:25]. The catalyst is CN(C=O)C. The product is [CH3:1][O:2][C:3](=[O:21])[C:4]1[CH:5]=[CH:6][C:7]([CH2:10][N:11]([S:12]([C:15]2[CH:16]=[CH:17][CH:18]=[CH:19][CH:20]=2)(=[O:14])=[O:13])[CH2:41][C:38]2[CH:39]=[CH:40][C:35]([C:32]([P:27]([O:26][CH2:24][CH3:25])([O:28][CH2:29][CH3:30])=[O:31])([F:33])[F:34])=[C:36]([Br:43])[CH:37]=2)=[CH:8][CH:9]=1. The yield is 0.830.